Regression/Classification. Given a drug SMILES string, predict its absorption, distribution, metabolism, or excretion properties. Task type varies by dataset: regression for continuous measurements (e.g., permeability, clearance, half-life) or binary classification for categorical outcomes (e.g., BBB penetration, CYP inhibition). Dataset: cyp2d6_veith. From a dataset of CYP2D6 inhibition data for predicting drug metabolism from PubChem BioAssay. The molecule is Cc1ccc(-n2c(SCc3ccc([N+](=O)[O-])cc3)nc3ccccc3c2=O)cc1. The result is 0 (non-inhibitor).